From a dataset of Full USPTO retrosynthesis dataset with 1.9M reactions from patents (1976-2016). Predict the reactants needed to synthesize the given product. (1) The reactants are: [C:1]([C:3]1[C:8]([CH3:9])=[CH:7][C:6]([C:10]2[CH2:11][CH2:12][N:13]([C:16]([C@@H:18]3[C@@H:23]([C:24]([O:26][CH3:27])=[O:25])[CH2:22][C@@H:21]([OH:28])[CH2:20][N:19]3[C:29]([O:31][C:32]([CH3:35])([CH3:34])[CH3:33])=[O:30])=[O:17])[CH2:14][CH:15]=2)=[CH:5][C:4]=1[CH3:36])#[N:2].O1CCCC1.[Cl:42][C:43]1[CH:44]=[C:45](O)[CH:46]=[N:47][CH:48]=1.C1(P(C2C=CC=CC=2)C2C=CC=CC=2)C=CC=CC=1.N(C(OC(C)C)=O)=NC(OC(C)C)=O. Given the product [Cl:42][C:43]1[CH:44]=[C:45]([O:28][C@@H:21]2[CH2:20][N:19]([C:29]([O:31][C:32]([CH3:33])([CH3:35])[CH3:34])=[O:30])[C@H:18]([C:16]([N:13]3[CH2:12][CH:11]=[C:10]([C:6]4[CH:7]=[C:8]([CH3:9])[C:3]([C:1]#[N:2])=[C:4]([CH3:36])[CH:5]=4)[CH2:15][CH2:14]3)=[O:17])[C@@H:23]([C:24]([O:26][CH3:27])=[O:25])[CH2:22]2)[CH:46]=[N:47][CH:48]=1, predict the reactants needed to synthesize it. (2) The reactants are: [NH:1]1[CH2:4][CH:3]([C:5]2[N:13]3[C:8]([C:9]([NH2:14])=[N:10][CH:11]=[N:12]3)=[C:7]([C:15]3[CH:16]=[CH:17][C:18]4[C:22]([CH:23]=3)=[N:21][N:20]([CH2:24][C:25]3[CH:30]=[CH:29][CH:28]=[CH:27][CH:26]=3)[CH:19]=4)[CH:6]=2)[CH2:2]1.[CH3:31][N:32]([CH3:37])[CH2:33][C:34](O)=[O:35].CCN=C=NCCCN(C)C.Cl.C1C=CC2N(O)N=NC=2C=1.C(N(CC)C(C)C)(C)C. Given the product [CH2:24]([N:20]1[CH:19]=[C:18]2[C:22]([CH:23]=[C:15]([C:7]3[CH:6]=[C:5]([CH:3]4[CH2:4][N:1]([C:34](=[O:35])[CH2:33][N:32]([CH3:37])[CH3:31])[CH2:2]4)[N:13]4[C:8]=3[C:9]([NH2:14])=[N:10][CH:11]=[N:12]4)[CH:16]=[CH:17]2)=[N:21]1)[C:25]1[CH:26]=[CH:27][CH:28]=[CH:29][CH:30]=1, predict the reactants needed to synthesize it. (3) Given the product [C:1]([O:4][CH2:5][C:6]1[C:7]([N:37]2[CH2:49][CH2:48][N:40]3[C:41]4[CH2:42][CH2:43][CH2:44][CH2:45][C:46]=4[CH:47]=[C:39]3[C:38]2=[O:50])=[N:8][CH:9]=[CH:10][C:11]=1[C:12]1[CH:13]=[C:14]([NH:20][C:21]2[CH:36]=[C:24]3[CH2:25][NH:26][CH2:27][CH2:28][N:23]3[N:22]=2)[C:15](=[O:19])[N:16]([CH3:18])[CH:17]=1)(=[O:3])[CH3:2], predict the reactants needed to synthesize it. The reactants are: [C:1]([O:4][CH2:5][C:6]1[C:7]([N:37]2[CH2:49][CH2:48][N:40]3[C:41]4[CH2:42][CH2:43][CH2:44][CH2:45][C:46]=4[CH:47]=[C:39]3[C:38]2=[O:50])=[N:8][CH:9]=[CH:10][C:11]=1[C:12]1[CH:13]=[C:14]([NH:20][C:21]2[CH:36]=[C:24]3[CH2:25][N:26](C(OC(C)(C)C)=O)[CH2:27][CH2:28][N:23]3[N:22]=2)[C:15](=[O:19])[N:16]([CH3:18])[CH:17]=1)(=[O:3])[CH3:2].Cl.O1CCOCC1. (4) Given the product [Br:1][C:2]1[C:9]([CH3:8])=[C:10]([OH:20])[C:5]([CH3:4])=[CH:6][CH:7]=1, predict the reactants needed to synthesize it. The reactants are: [Br:1][C:2]1[CH:7]=[CH:6][CH:5]=[CH:4]N=1.[CH3:8][CH2:9][CH2:10]CCCCCCCN.C(=O)([O-])[O-:20].[Cs+].[Cs+].